The task is: Predict which catalyst facilitates the given reaction.. This data is from Catalyst prediction with 721,799 reactions and 888 catalyst types from USPTO. Reactant: [Br:1][C:2]1[CH:20]=[CH:19][C:5]([CH2:6][NH:7][CH2:8][C:9]([O:11][CH2:12][C:13]2[CH:18]=[CH:17][CH:16]=[CH:15][CH:14]=2)=[O:10])=[CH:4][CH:3]=1.[C:21](OC(=O)C)(=[O:23])[CH3:22]. Product: [Br:1][C:2]1[CH:20]=[CH:19][C:5]([CH2:6][N:7]([CH2:8][C:9]([O:11][CH2:12][C:13]2[CH:18]=[CH:17][CH:16]=[CH:15][CH:14]=2)=[O:10])[C:21](=[O:23])[CH3:22])=[CH:4][CH:3]=1. The catalyst class is: 2.